This data is from Full USPTO retrosynthesis dataset with 1.9M reactions from patents (1976-2016). The task is: Predict the reactants needed to synthesize the given product. (1) Given the product [NH2:17][C:15]1[CH:14]=[N:13][N:12]([CH:5]([C:6]2[CH:7]=[CH:8][CH:9]=[CH:10][CH:11]=2)[CH:4]2[CH2:3][CH2:25][N:24]([C:27]([O:29][C:30]([CH3:31])([CH3:33])[CH3:32])=[O:28])[CH2:23][CH2:22]2)[CH:16]=1, predict the reactants needed to synthesize it. The reactants are: CN(C)[CH2:3][CH2:4][CH:5]([N:12]1[CH:16]=[C:15]([NH2:17])[CH:14]=[N:13]1)[C:6]1[CH:11]=[CH:10][CH:9]=[CH:8][CH:7]=1.OC(C1C=CC=CC=1)C1C[CH2:25][N:24]([C:27]([O:29][C:30]([CH3:33])([CH3:32])[CH3:31])=[O:28])[CH2:23][CH2:22]1. (2) Given the product [Cl:14][C:15]1[CH:20]=[CH:19][C:18]([Cl:21])=[CH:17][C:16]=1[O:1][CH2:2][C:3]1[CH:8]=[CH:7][N:6]=[C:5]([C:9]([O:11][CH2:12][CH3:13])=[O:10])[CH:4]=1, predict the reactants needed to synthesize it. The reactants are: [OH:1][CH2:2][C:3]1[CH:8]=[CH:7][N:6]=[C:5]([C:9]([O:11][CH2:12][CH3:13])=[O:10])[CH:4]=1.[Cl:14][C:15]1[CH:20]=[CH:19][C:18]([Cl:21])=[CH:17][C:16]=1O.C(OC(N1CCCC(COC2C=CC=CC=2Cl)C1)=O)(C)(C)C. (3) Given the product [C:30]([C:34]1[CH:39]=[CH:38][C:37]([S:40]([NH:1][C:4]2[CH:5]=[C:6]3[C:10](=[CH:11][CH:12]=2)[N:9]([CH2:13][C:14]([NH:16][C@H:17]([C:25]([OH:27])=[O:26])[CH2:18][C:19]2[CH:24]=[CH:23][CH:22]=[CH:21][CH:20]=2)=[O:15])[CH:8]=[CH:7]3)(=[O:42])=[O:41])=[CH:36][CH:35]=1)([CH3:33])([CH3:31])[CH3:32], predict the reactants needed to synthesize it. The reactants are: [N+:1]([C:4]1[CH:5]=[C:6]2[C:10](=[CH:11][CH:12]=1)[N:9]([CH2:13][C:14]([NH:16][C@H:17]([C:25]([O:27]CC)=[O:26])[CH2:18][C:19]1[CH:24]=[CH:23][CH:22]=[CH:21][CH:20]=1)=[O:15])[CH:8]=[CH:7]2)([O-])=O.[C:30]([C:34]1[CH:39]=[CH:38][C:37]([S:40](Cl)(=[O:42])=[O:41])=[CH:36][CH:35]=1)([CH3:33])([CH3:32])[CH3:31]. (4) Given the product [C:1]([O:5][C:6]([NH:8][C@@H:9]([CH2:14][C:15]1[CH:16]=[CH:17][C:18]([N:21]2[C:26](=[O:27])[CH:25]=[C:24]([C:28]([F:31])([F:29])[F:30])[N:23]([CH3:33])[C:22]2=[O:32])=[CH:19][CH:20]=1)[C:10]([O:12][CH3:13])=[O:11])=[O:7])([CH3:4])([CH3:2])[CH3:3], predict the reactants needed to synthesize it. The reactants are: [C:1]([O:5][C:6]([NH:8][C@@H:9]([CH2:14][C:15]1[CH:20]=[CH:19][C:18]([N:21]2[C:26](=[O:27])[CH:25]=[C:24]([C:28]([F:31])([F:30])[F:29])[NH:23][C:22]2=[O:32])=[CH:17][CH:16]=1)[C:10]([O:12][CH3:13])=[O:11])=[O:7])([CH3:4])([CH3:3])[CH3:2].[C:33](=O)([O-])[O-].[K+].[K+].CI. (5) Given the product [NH2:35][C:36]1[N:37]=[C:11]([C:10]([N:2]2[CH2:3][C:4]3[C:9](=[CH:8][CH:7]=[CH:6][CH:5]=3)[CH2:1]2)=[O:28])[C:13]2[C:14](=[CH:15][CH:16]=[C:17]([I:19])[CH:18]=2)[N:20]=1, predict the reactants needed to synthesize it. The reactants are: [CH2:1]1[C:9]2[C:4](=[CH:5][CH:6]=[CH:7][CH:8]=2)[CH2:3][N:2]1[C:10](=[O:28])[C:11]([C:13]1[CH:18]=[C:17]([I:19])[CH:16]=[CH:15][C:14]=1[NH:20]C(=O)OC(C)(C)C)=O.[F-].[Cs+].C[Si]([N:35]=[C:36]=[N:37][Si](C)(C)C)(C)C.Cl. (6) Given the product [F:9][C:6]([F:7])([F:8])[C:4]([NH:11][C@H:12]([C:17]([OH:19])=[O:18])[CH2:13][CH2:14][CH2:15][NH2:16])=[O:5], predict the reactants needed to synthesize it. The reactants are: C(S[C:4]([C:6]([F:9])([F:8])[F:7])=[O:5])C.Cl.[NH2:11][C@H:12]([C:17]([OH:19])=[O:18])[CH2:13][CH2:14][CH2:15][NH2:16].[OH-].[Na+]. (7) Given the product [N:1]1[CH:6]=[CH:5][CH:4]=[CH:3][C:2]=1[S:7]([N:14]1[CH2:13][CH2:12][N:11]([C:17]2[CH:18]=[CH:19][C:20]3[N:21]([C:23]([C:26]([F:27])([F:28])[F:29])=[N:24][N:25]=3)[N:22]=2)[CH2:16][CH2:15]1)(=[O:9])=[O:8], predict the reactants needed to synthesize it. The reactants are: [N:1]1[CH:6]=[CH:5][CH:4]=[CH:3][C:2]=1[S:7](Cl)(=[O:9])=[O:8].[N:11]1([C:17]2[CH:18]=[CH:19][C:20]3[N:21]([C:23]([C:26]([F:29])([F:28])[F:27])=[N:24][N:25]=3)[N:22]=2)[CH2:16][CH2:15][NH:14][CH2:13][CH2:12]1.